Task: Predict the reaction yield, written as a fraction of the theoretical maximum amount of product (1.0 means a 100% yield; for example, 0.34 means a 34% yield).. Dataset: Reaction yield outcomes from USPTO patents with 853,638 reactions (1) The reactants are [CH3:1][C:2]([C:5]1[C:10]([C:11]2[CH:16]=[C:15]([O:17][CH3:18])[CH:14]=[CH:13][C:12]=2[F:19])=[CH:9][C:8]([CH2:20][O:21][C:22]2[CH:27]=[CH:26][C:25]([C@@H:28]([C:35]3[CH:40]=[CH:39][CH:38]=[CH:37][CH:36]=3)[CH2:29][C:30]([O:32]CC)=[O:31])=[CH:24][CH:23]=2)=[CH:7][CH:6]=1)([CH3:4])[CH3:3].C1COCC1.CCO.[OH-].[Na+]. No catalyst specified. The product is [CH3:4][C:2]([C:5]1[C:10]([C:11]2[CH:16]=[C:15]([O:17][CH3:18])[CH:14]=[CH:13][C:12]=2[F:19])=[CH:9][C:8]([CH2:20][O:21][C:22]2[CH:27]=[CH:26][C:25]([C@@H:28]([C:35]3[CH:36]=[CH:37][CH:38]=[CH:39][CH:40]=3)[CH2:29][C:30]([OH:32])=[O:31])=[CH:24][CH:23]=2)=[CH:7][CH:6]=1)([CH3:1])[CH3:3]. The yield is 0.730. (2) The reactants are Br[C:2]1[CH:10]=[CH:9][CH:8]=[C:7]2[C:3]=1[CH:4]=[CH:5][CH2:6]2.[C:11]1([C:20]2[CH:25]=[CH:24][CH:23]=[CH:22][CH:21]=2)[CH:16]=[CH:15][CH:14]=[CH:13][C:12]=1B(O)O.C(=O)([O-])[O-].[K+].[K+].O1CCOCC1. The catalyst is C1C=CC(P(C2C=CC=CC=2)C2C=CC=CC=2)=CC=1.C1C=CC(P(C2C=CC=CC=2)C2C=CC=CC=2)=CC=1.Cl[Pd]Cl.O. The product is [C:11]1([C:20]2[CH:21]=[CH:22][CH:23]=[CH:24][CH:25]=2)[CH:16]=[CH:15][CH:14]=[CH:13][C:12]=1[C:2]1[CH:10]=[CH:9][CH:8]=[C:7]2[C:3]=1[CH:4]=[CH:5][CH2:6]2. The yield is 0.910. (3) The reactants are [Cl:1][C:2]1[CH:8]=[CH:7][C:6]([N+:9]([O-:11])=[O:10])=[CH:5][C:3]=1N.S(=O)(=O)(O)O.N([O-])=O.[Na+].[I-:21].[K+]. The catalyst is O. The product is [Cl:1][C:2]1[CH:8]=[CH:7][C:6]([N+:9]([O-:11])=[O:10])=[CH:5][C:3]=1[I:21]. The yield is 0.730. (4) The reactants are [NH:1]1[C:9]2[C:4](=[CH:5][CH:6]=[CH:7][CH:8]=2)[C:3](/[CH:10]=[CH:11]/[C:12]2[CH:20]=[CH:19][C:15]([C:16](O)=[O:17])=[CH:14][CH:13]=2)=[N:2]1.[CH3:21][NH:22][CH3:23].ON1C2C=CC=CC=2N=N1.C(N=C=NCCCN(C)C)C. The catalyst is C1COCC1. The product is [CH3:21][N:22]([CH3:23])[C:16](=[O:17])[C:15]1[CH:19]=[CH:20][C:12](/[CH:11]=[CH:10]/[C:3]2[C:4]3[C:9](=[CH:8][CH:7]=[CH:6][CH:5]=3)[NH:1][N:2]=2)=[CH:13][CH:14]=1. The yield is 0.0300. (5) The reactants are CS/[C:3](=[N:5]\[H])/[NH2:4].[NH2:7][C:8]1[CH:28]=[C:27]([Cl:29])[C:11]2[O:12][C:13]3[C:22]([CH3:23])=[CH:21][C:20]([C:24]([OH:26])=[O:25])=[CH:19][C:14]=3[S:15](=[O:18])(=[O:17])[CH2:16][C:10]=2[CH:9]=1.[OH2:30].CN([CH:34]=[O:35])C. No catalyst specified. The product is [CH2:16]([O:30][C:34]([N:7]([C:8]1[CH:28]=[C:27]([Cl:29])[C:11]2[O:12][C:13]3[C:22]([CH3:23])=[CH:21][C:20]([C:24]([OH:26])=[O:25])=[CH:19][C:14]=3[S:15](=[O:17])(=[O:18])[CH2:16][C:10]=2[CH:9]=1)[C:3]([NH2:4])=[NH:5])=[O:35])[C:10]1[CH:11]=[CH:27][CH:28]=[CH:8][CH:9]=1. The yield is 0.262. (6) The reactants are [Li+].[OH-].[CH3:3][C:4]1([C:20]([O:22]CC)=[O:21])[CH2:9][CH2:8][CH2:7][N:6]([C:10]([O:12][CH2:13][C:14]2[CH:19]=[CH:18][CH:17]=[CH:16][CH:15]=2)=[O:11])[CH2:5]1. The catalyst is C(O)C. The product is [CH2:13]([O:12][C:10]([N:6]1[CH2:7][CH2:8][CH2:9][C:4]([CH3:3])([C:20]([OH:22])=[O:21])[CH2:5]1)=[O:11])[C:14]1[CH:15]=[CH:16][CH:17]=[CH:18][CH:19]=1. The yield is 0.920.